This data is from Catalyst prediction with 721,799 reactions and 888 catalyst types from USPTO. The task is: Predict which catalyst facilitates the given reaction. (1) Reactant: Br[C:2]1[C:10]2[C:9]([NH2:11])=[N:8][CH:7]=[N:6][C:5]=2[N:4]([CH:12]2[CH2:15][O:14][CH2:13]2)[CH:3]=1.[F:16][C:17]1[CH:22]=[CH:21][C:20]([F:23])=[CH:19][C:18]=1[CH2:24][C:25]([N:27]1[C:35]2[C:30](=[CH:31][C:32](B3OC(C)(C)C(C)(C)O3)=[CH:33][CH:34]=2)[CH2:29][CH2:28]1)=[O:26].C([O-])(O)=O.[Na+]. Product: [F:16][C:17]1[CH:22]=[CH:21][C:20]([F:23])=[CH:19][C:18]=1[CH2:24][C:25]([N:27]1[C:35]2[C:30](=[CH:31][C:32]([C:2]3[C:10]4[C:9]([NH2:11])=[N:8][CH:7]=[N:6][C:5]=4[N:4]([CH:12]4[CH2:15][O:14][CH2:13]4)[CH:3]=3)=[CH:33][CH:34]=2)[CH2:29][CH2:28]1)=[O:26]. The catalyst class is: 203. (2) Reactant: [CH3:1][NH:2][CH2:3][C:4]1[N:8]([CH2:9][CH:10](O)[CH3:11])[N:7]=[C:6]([N+:13]([O-:15])=[O:14])[CH:5]=1.C1(P(C2C=CC=CC=2)C2C=CC=CC=2)C=CC=CC=1.N(C(OC(C)C)=O)=NC(OC(C)C)=O. Product: [CH3:1][N:2]1[CH:10]([CH3:11])[CH2:9][N:8]2[N:7]=[C:6]([N+:13]([O-:15])=[O:14])[CH:5]=[C:4]2[CH2:3]1. The catalyst class is: 1. (3) Reactant: [NH2:1][C:2]1[CH:3]=[C:4]([CH:21]=[CH:22][CH:23]=1)[CH2:5][NH:6][C:7]([NH:9][C:10]1[CH:15]=[CH:14][C:13]([Cl:16])=[C:12]([C:17]([F:20])([F:19])[F:18])[CH:11]=1)=[O:8].C(OCC)(OCC)OCC.[N-:34]=[N+:35]=[N-:36].[Na+].[C:38](O)(=O)C.Cl.N([O-])=O.[Na+]. Product: [Cl:16][C:13]1[CH:14]=[CH:15][C:10]([NH:9][C:7]([NH:6][CH2:5][C:4]2[CH:21]=[CH:22][CH:23]=[C:2]([N:1]3[CH:38]=[N:36][N:35]=[N:34]3)[CH:3]=2)=[O:8])=[CH:11][C:12]=1[C:17]([F:20])([F:18])[F:19]. The catalyst class is: 6. (4) Reactant: [C:1]([O:5][C:6]([NH:8][C@H:9]([C:19]([N:21]1[CH2:28][CH2:27][CH2:26][C@H:22]1[C:23]([NH2:25])=O)=[O:20])[C@@H:10]([CH3:18])[C:11]1[CH:16]=[CH:15][C:14]([F:17])=[CH:13][CH:12]=1)=[O:7])([CH3:4])([CH3:3])[CH3:2].N1C(Cl)=NC(Cl)=NC=1Cl. Product: [C:1]([O:5][C:6]([NH:8][C@H:9]([C:19]([N:21]1[CH2:28][CH2:27][CH2:26][CH:22]1[C:23]#[N:25])=[O:20])[CH:10]([CH3:18])[C:11]1[CH:16]=[CH:15][C:14]([F:17])=[CH:13][CH:12]=1)=[O:7])([CH3:2])([CH3:3])[CH3:4]. The catalyst class is: 39. (5) Reactant: Cl.[F:2][C@@H:3]1[CH2:7][NH:6][C@@H:5]([C:8]([OH:10])=[O:9])[CH2:4]1.C. Product: [F:2][C@@H:3]1[CH2:7][NH:6][C@@H:5]([C:8]([OH:10])=[O:9])[CH2:4]1. The catalyst class is: 6. (6) Reactant: [CH2:1]([O:3][C:4](=[O:42])[CH:5]([N:7]([O:35][C:36]1[CH:41]=[CH:40][CH:39]=[CH:38][CH:37]=1)[PH:8]([CH2:10][C:11]([CH3:34])=[CH:12][CH2:13][C:14]1[C:15]([O:27]CC[Si](C)(C)C)=[C:16]2[C:20](=[C:21]([CH3:25])[C:22]=1[CH2:23][CH3:24])[CH2:19][O:18][C:17]2=[O:26])=[O:9])[CH3:6])[CH3:2].N1C=CC=CC=1. Product: [CH2:1]([O:3][C:4](=[O:42])[CH:5]([N:7]([O:35][C:36]1[CH:41]=[CH:40][CH:39]=[CH:38][CH:37]=1)[PH:8]([CH2:10][C:11]([CH3:34])=[CH:12][CH2:13][C:14]1[C:15]([OH:27])=[C:16]2[C:20](=[C:21]([CH3:25])[C:22]=1[CH2:23][CH3:24])[CH2:19][O:18][C:17]2=[O:26])=[O:9])[CH3:6])[CH3:2]. The catalyst class is: 137.